Predict the reaction yield, written as a fraction of the theoretical maximum amount of product (1.0 means a 100% yield; for example, 0.34 means a 34% yield). From a dataset of Reaction yield outcomes from USPTO patents with 853,638 reactions. (1) The reactants are [CH:1]1([C:6]([O:8]CC)=O)[CH2:5][CH2:4][CH2:3][CH2:2]1.[C:11](#[N:13])[CH3:12].[H-].[Na+]. The catalyst is C1COCC1. The product is [CH:1]1([C:6](=[O:8])[CH2:12][C:11]#[N:13])[CH2:2][CH2:3][CH2:4][CH2:5]1. The yield is 0.900. (2) The yield is 0.520. The catalyst is Cl.O. The reactants are CO[CH:3]1[CH2:7][CH2:6][CH:5](OC)[O:4]1.Cl.[F:11][C:12]1[CH:19]=[CH:18][C:15]([CH2:16][NH2:17])=[CH:14][CH:13]=1.O=[C:21]([CH2:26]C(O)=O)[CH2:22]C(O)=O.C([O-])(=O)C.[Na+].[OH-].[Na+]. The product is [F:11][C:12]1[CH:19]=[CH:18][C:15]([CH2:16][N:17]2[CH:6]3[CH2:5][CH2:26][CH:21]2[CH2:22][C:3](=[O:4])[CH2:7]3)=[CH:14][CH:13]=1.